Dataset: Full USPTO retrosynthesis dataset with 1.9M reactions from patents (1976-2016). Task: Predict the reactants needed to synthesize the given product. (1) The reactants are: [F:1][C:2]1[CH:7]=[CH:6][C:5]([O:8][CH3:9])=[CH:4][C:3]=1[C:10]1[CH:11]=[CH:12][C:13]([O:21][CH2:22][C:23]2[CH:24]=[C:25]([CH:33]=[CH:34][CH:35]=2)[O:26][CH2:27][C:28]([O:30]CC)=[O:29])=[N:14][C:15]=1[CH2:16][C:17]([CH3:20])([CH3:19])[CH3:18].[OH-].[Na+].Cl. Given the product [CH3:18][C:17]([CH3:20])([CH3:19])[CH2:16][C:15]1[N:14]=[C:13]([O:21][CH2:22][C:23]2[CH:24]=[C:25]([CH:33]=[CH:34][CH:35]=2)[O:26][CH2:27][C:28]([OH:30])=[O:29])[CH:12]=[CH:11][C:10]=1[C:3]1[CH:4]=[C:5]([O:8][CH3:9])[CH:6]=[CH:7][C:2]=1[F:1], predict the reactants needed to synthesize it. (2) Given the product [C:31]([NH:35][NH:36][C:13]1[CH:14]=[CH:15][C:16]([C:18]([F:21])([F:19])[F:20])=[CH:17][C:12]=1[C:11](/[N:10]=[C:8]1\[S:9][C:5]([C:1]([CH3:3])([CH3:2])[CH3:4])=[CH:6][N:7]\1[CH2:24][C@H:25]1[CH2:29][CH2:28][CH2:27][O:26]1)=[O:23])([CH3:34])([CH3:33])[CH3:32], predict the reactants needed to synthesize it. The reactants are: [C:1]([C:5]1[S:9]/[C:8](=[N:10]\[C:11](=[O:23])[C:12]2[CH:17]=[C:16]([C:18]([F:21])([F:20])[F:19])[CH:15]=[CH:14][C:13]=2F)/[N:7]([CH2:24][C@H:25]2[CH2:29][CH2:28][CH2:27][O:26]2)[CH:6]=1)([CH3:4])([CH3:3])[CH3:2].Cl.[C:31]([NH:35][NH2:36])([CH3:34])([CH3:33])[CH3:32].C(=O)([O-])[O-].[K+].[K+].O. (3) Given the product [CH3:1][N:2]1[CH2:7][CH2:6][CH:5]([NH:8][CH2:9][C:18]2[CH:19]=[CH:20][CH:21]=[C:16]([Cl:15])[N:17]=2)[CH2:4][CH2:3]1, predict the reactants needed to synthesize it. The reactants are: [CH3:1][N:2]1[CH2:7][CH2:6][CH:5]([NH:8][CH3:9])[CH2:4][CH2:3]1.C([Li])CCC.[Cl:15][C:16]1[CH:21]=[CH:20][CH:19]=[C:18](Cl)[N:17]=1. (4) Given the product [CH3:32][NH:33][C:2]1[N:7]=[N:6][C:5]([C:8]2[CH:16]=[C:15]3[C:11]([CH2:12][N:13]4[C:19]([C:20]5[C:21]([C:26]6[CH:31]=[CH:30][CH:29]=[CH:28][CH:27]=6)=[N:22][O:23][C:24]=5[CH3:25])=[N:18][N:17]=[C:14]43)=[CH:10][CH:9]=2)=[CH:4][CH:3]=1, predict the reactants needed to synthesize it. The reactants are: Cl[C:2]1[N:7]=[N:6][C:5]([C:8]2[CH:16]=[C:15]3[C:11]([CH2:12][N:13]4[C:19]([C:20]5[C:21]([C:26]6[CH:31]=[CH:30][CH:29]=[CH:28][CH:27]=6)=[N:22][O:23][C:24]=5[CH3:25])=[N:18][N:17]=[C:14]43)=[CH:10][CH:9]=2)=[CH:4][CH:3]=1.[CH3:32][NH2:33]. (5) Given the product [CH2:6]([O:5][C:3](=[O:4])[CH:2]([S:19][C:16]1[CH:17]=[CH:18][C:13]([O:12][CH3:11])=[CH:14][CH:15]=1)[CH2:8][CH2:9][CH3:10])[CH3:7], predict the reactants needed to synthesize it. The reactants are: Br[CH:2]([CH2:8][CH2:9][CH3:10])[C:3]([O:5][CH2:6][CH3:7])=[O:4].[CH3:11][O:12][C:13]1[CH:18]=[CH:17][C:16]([SH:19])=[CH:15][CH:14]=1. (6) Given the product [CH3:9][C:5]1[CH:4]=[C:3]([C:13]2[CH:22]=[C:21]([CH3:23])[C:20]3[C:15](=[CH:16][C:17]([CH3:25])=[CH:18][CH:19]=3)[N:14]=2)[CH:8]=[CH:7][CH:6]=1, predict the reactants needed to synthesize it. The reactants are: B([O-])([O-])O[C:3]1[CH:8]=[CH:7][CH:6]=[C:5]([CH3:9])[CH:4]=1.Cl[C:13]1[CH:22]=[C:21]([CH3:23])[C:20]2[C:15](=[CH:16][CH:17]=[C:18](C)[CH:19]=2)[N:14]=1.[C:25](=O)([O-])[O-].[K+].[K+]. (7) Given the product [CH3:1][O:2][C:3](=[O:13])[C:4]1[CH:9]=[CH:8][C:7]([O:10][S:25]([C:24]([F:37])([F:36])[F:23])(=[O:27])=[O:26])=[C:6]([O:11][CH3:12])[CH:5]=1, predict the reactants needed to synthesize it. The reactants are: [CH3:1][O:2][C:3](=[O:13])[C:4]1[CH:9]=[CH:8][C:7]([OH:10])=[C:6]([O:11][CH3:12])[CH:5]=1.N1C(C)=CC(C)=CC=1C.[F:23][C:24]([F:37])([F:36])[S:25](O[S:25]([C:24]([F:37])([F:36])[F:23])(=[O:27])=[O:26])(=[O:27])=[O:26].